Dataset: Full USPTO retrosynthesis dataset with 1.9M reactions from patents (1976-2016). Task: Predict the reactants needed to synthesize the given product. (1) Given the product [N+:1]([C:4]1[CH:5]=[C:6]([CH:7]([C:26]2[C:20]3[C:21](=[N:22][CH:23]=[C:18]([C:14]4[CH:13]=[N:12][CH:17]=[CH:16][CH:15]=4)[CH:19]=3)[NH:24][CH:25]=2)[OH:8])[CH:9]=[CH:10][CH:11]=1)([O-:3])=[O:2], predict the reactants needed to synthesize it. The reactants are: [N+:1]([C:4]1[CH:5]=[C:6]([CH:9]=[CH:10][CH:11]=1)[CH:7]=[O:8])([O-:3])=[O:2].[N:12]1[CH:17]=[CH:16][CH:15]=[C:14]([C:18]2[CH:19]=[C:20]3[CH:26]=[CH:25][NH:24][C:21]3=[N:22][CH:23]=2)[CH:13]=1.[OH-].[K+].O. (2) Given the product [Br:27][CH2:24][CH2:26][CH2:17][O:12][N:11]=[CH:10][C:9]1[C:8]2[CH:13]=[CH:14][CH:15]=[CH:16][C:7]=2[O:6][C:5]=1[CH2:1][CH2:2][CH2:3][CH3:4], predict the reactants needed to synthesize it. The reactants are: [CH2:1]([C:5]1[O:6][C:7]2[CH:16]=[CH:15][CH:14]=[CH:13][C:8]=2[C:9]=1[CH:10]=[N:11][OH:12])[CH2:2][CH2:3][CH3:4].[C:17](=O)([O-])[O-].[Cs+].[Cs+].Br[C:24]([Br:27])([CH3:26])C.